Dataset: Full USPTO retrosynthesis dataset with 1.9M reactions from patents (1976-2016). Task: Predict the reactants needed to synthesize the given product. (1) Given the product [CH:18]([N:12]1[C:13]2[CH:14]=[C:15]([O:2][CH3:1])[CH:16]=[C:8]([C:6]([OH:5])=[O:7])[C:9]=2[CH:10]=[CH:11]1)([CH3:20])[CH3:19], predict the reactants needed to synthesize it. The reactants are: [CH3:1][O-:2].[Na+].C[O:5][C:6]([C:8]1[C:9]2[CH:10]=[CH:11][N:12]([CH:18]([CH3:20])[CH3:19])[C:13]=2[CH:14]=[C:15](Br)[CH:16]=1)=[O:7].Cl. (2) Given the product [C:19]([O:22][N:18]=[C:7]([C:3]1[C:2]([NH2:1])=[N:6][O:5][N:4]=1)[NH:8][C:10]1[CH:15]=[CH:14][C:13]([F:16])=[C:12]([Cl:17])[CH:11]=1)(=[O:21])[CH3:20], predict the reactants needed to synthesize it. The reactants are: [NH2:1][C:2]1[C:3]([C:7](=[NH:18])[N:8]([C:10]2[CH:15]=[CH:14][C:13]([F:16])=[C:12]([Cl:17])[CH:11]=2)O)=[N:4][O:5][N:6]=1.[C:19]([O:22]C(=O)C)(=[O:21])[CH3:20]. (3) The reactants are: [CH2:1]1[CH2:5][O:4][CH2:3][CH2:2]1.[Br:6][C:7]1[CH:12]=[CH:11][CH:10]=[CH:9][C:8]=1[OH:13].C(O[CH2:17][CH3:18])C. Given the product [Br:6][C:7]1[CH:12]=[CH:11][CH:10]=[CH:9][C:8]=1[O:13][C@H:18]1[CH:17]=[CH:5][C:1]2[C:2](=[CH:5][CH:1]=[CH:2][CH:3]=2)[C@@H:3]1[OH:4], predict the reactants needed to synthesize it. (4) Given the product [C:1]1([C:7]2[N:8]([CH2:24][C:25]([O:27][CH3:28])=[O:26])[C:9]3[CH:15]=[CH:14][CH:13]=[CH:12][C:10]=3[N:11]=2)[CH:2]=[CH:3][CH:4]=[CH:5][CH:6]=1, predict the reactants needed to synthesize it. The reactants are: [C:1]1([C:7]2[NH:11][C:10]3[CH:12]=[CH:13][CH:14]=[CH:15][C:9]=3[N:8]=2)[CH:6]=[CH:5][CH:4]=[CH:3][CH:2]=1.[H-].[Na+].CN(C)C=O.Br[CH2:24][C:25]([O:27][CH3:28])=[O:26]. (5) Given the product [CH2:1]([C:3]1[C:4](=[O:30])[N:5]=[C:6]([S:9][CH2:10][C:11]2[CH:12]=[CH:13][C:14]([O:19][C:20]3[CH:25]=[CH:24][CH:23]=[C:22]([C:26]([F:29])([F:27])[F:28])[CH:21]=3)=[C:15]([CH:18]=2)[C:16]#[N:17])[N:7]([CH3:31])[CH:8]=1)[CH3:2], predict the reactants needed to synthesize it. The reactants are: [CH2:1]([C:3]1[C:4](=[O:30])[N:5]=[C:6]([S:9][CH2:10][C:11]2[CH:12]=[CH:13][C:14]([O:19][C:20]3[CH:25]=[CH:24][CH:23]=[C:22]([C:26]([F:29])([F:28])[F:27])[CH:21]=3)=[C:15]([CH:18]=2)[C:16]#[N:17])[NH:7][CH:8]=1)[CH3:2].[CH3:31]CN(C(C)C)C(C)C.CI.